Dataset: Peptide-MHC class I binding affinity with 185,985 pairs from IEDB/IMGT. Task: Regression. Given a peptide amino acid sequence and an MHC pseudo amino acid sequence, predict their binding affinity value. This is MHC class I binding data. (1) The peptide sequence is YLSGTDDEV. The MHC is HLA-A02:03 with pseudo-sequence HLA-A02:03. The binding affinity (normalized) is 0.647. (2) The peptide sequence is VPAPAGPIV. The MHC is HLA-A31:01 with pseudo-sequence HLA-A31:01. The binding affinity (normalized) is 0. (3) The peptide sequence is KKPRNFPMA. The MHC is Mamu-B03 with pseudo-sequence Mamu-B03. The binding affinity (normalized) is 0.183. (4) The peptide sequence is EAVMRMGDLH. The MHC is HLA-A03:01 with pseudo-sequence HLA-A03:01. The binding affinity (normalized) is 0. (5) The peptide sequence is KLANVVRKM. The MHC is Mamu-A02 with pseudo-sequence Mamu-A02. The binding affinity (normalized) is 0.612.